From a dataset of Full USPTO retrosynthesis dataset with 1.9M reactions from patents (1976-2016). Predict the reactants needed to synthesize the given product. (1) Given the product [Br:1][C:2]1[C:7]([O:8][CH2:13][CH2:12][CH:11]=[CH2:10])=[CH:6][CH:5]=[C:4]([Br:9])[N:3]=1, predict the reactants needed to synthesize it. The reactants are: [Br:1][C:2]1[C:7]([OH:8])=[CH:6][CH:5]=[C:4]([Br:9])[N:3]=1.[CH2:10](O)[CH2:11][CH:12]=[CH2:13].C1C=CC(P(C2C=CC=CC=2)C2C=CC=CC=2)=CC=1.CC(OC(/N=N/C(OC(C)C)=O)=O)C. (2) Given the product [F:36][C:30]1[CH:31]=[CH:32][C:33]([F:35])=[CH:34][C:29]=1[S:26]([NH:25][C:21]1[C:20]([F:37])=[C:19]([C:9]2[C:8]([C:6]3[CH:5]=[CH:4][N:3]=[C:2]([NH:1][C:38](=[O:40])[CH3:39])[CH:7]=3)=[CH:12][N:11]([CH:13]3[CH2:14][CH2:15][O:16][CH2:17][CH2:18]3)[N:10]=2)[CH:24]=[CH:23][CH:22]=1)(=[O:27])=[O:28], predict the reactants needed to synthesize it. The reactants are: [NH2:1][C:2]1[CH:7]=[C:6]([C:8]2[C:9]([C:19]3[C:20]([F:37])=[C:21]([NH:25][S:26]([C:29]4[CH:34]=[C:33]([F:35])[CH:32]=[CH:31][C:30]=4[F:36])(=[O:28])=[O:27])[CH:22]=[CH:23][CH:24]=3)=[N:10][N:11]([CH:13]3[CH2:18][CH2:17][O:16][CH2:15][CH2:14]3)[CH:12]=2)[CH:5]=[CH:4][N:3]=1.[C:38](Cl)(=[O:40])[CH3:39].C(N(CC)CC)C. (3) Given the product [F:34][C:13]([F:12])([F:33])[C@@H:14]([O:32][C:9](=[O:10])[NH:8][C:6]1[CH:5]=[CH:4][C:3]([F:11])=[C:2]([Cl:1])[CH:7]=1)[CH2:15][N:16]1[CH2:21][CH2:20][CH2:19][CH:18]([C:22]2[CH:27]=[CH:26][CH:25]=[C:24]([C:28]([F:29])([F:30])[F:31])[CH:23]=2)[CH2:17]1, predict the reactants needed to synthesize it. The reactants are: [Cl:1][C:2]1[CH:7]=[C:6]([N:8]=[C:9]=[O:10])[CH:5]=[CH:4][C:3]=1[F:11].[F:12][C:13]([F:34])([F:33])[C@@H:14]([OH:32])[CH2:15][N:16]1[CH2:21][CH2:20][CH2:19][CH:18]([C:22]2[CH:27]=[CH:26][CH:25]=[C:24]([C:28]([F:31])([F:30])[F:29])[CH:23]=2)[CH2:17]1. (4) The reactants are: [F:1][C:2]([F:16])([F:15])[C:3]1[CH:14]=[CH:13][C:6]2[S:7][C:8]([C:10]([OH:12])=O)=[CH:9][C:5]=2[CH:4]=1.Cl.C(N=C=NCCCN(C)C)C.[NH2:29][C:30]1[CH:35]=[CH:34][C:33]([CH3:36])=[C:32]([Cl:37])[CH:31]=1. Given the product [Cl:37][C:32]1[CH:31]=[C:30]([NH:29][C:10]([C:8]2[S:7][C:6]3[CH:13]=[CH:14][C:3]([C:2]([F:1])([F:16])[F:15])=[CH:4][C:5]=3[CH:9]=2)=[O:12])[CH:35]=[CH:34][C:33]=1[CH3:36], predict the reactants needed to synthesize it. (5) Given the product [CH3:1][CH:2]1[CH2:14][C:5]2[NH:6][C:7]([C:9]([OH:11])=[O:10])=[CH:8][C:4]=2[CH2:3]1, predict the reactants needed to synthesize it. The reactants are: [CH3:1][CH:2]1[CH2:14][C:5]2[NH:6][C:7]([C:9]([O:11]CC)=[O:10])=[CH:8][C:4]=2[CH2:3]1.O.[OH-].[Li+]. (6) The reactants are: [Cl:1][C:2]1[C:3]([N:8]2[C:12]([C:13]([O:15][CH3:16])=[O:14])=[CH:11][C:10]([CH2:17][C:18]3[CH:19]=[N:20][C:21]([C:24]([F:27])([F:26])[F:25])=[CH:22][CH:23]=3)=[N:9]2)=[N:4][CH:5]=[CH:6][CH:7]=1.[O:28]1CCOCC1. Given the product [Cl:1][C:2]1[C:3]([N:8]2[C:12]([C:13]([O:15][CH3:16])=[O:14])=[CH:11][C:10]([C:17]([C:18]3[CH:19]=[N:20][C:21]([C:24]([F:27])([F:25])[F:26])=[CH:22][CH:23]=3)=[O:28])=[N:9]2)=[N:4][CH:5]=[CH:6][CH:7]=1, predict the reactants needed to synthesize it. (7) Given the product [CH3:37][S:38]([C@@:2]([NH2:1])([CH:27]([CH3:29])[CH3:28])[C:3]([NH:5][CH2:6][CH2:7][C:8]1[CH:13]=[CH:12][C:11]([O:14][CH2:15][CH2:16][CH2:17][C:18]2[CH:19]=[CH:20][C:21]([Cl:24])=[CH:22][CH:23]=2)=[C:10]([O:25][CH3:26])[CH:9]=1)=[O:4])(=[O:40])=[O:39], predict the reactants needed to synthesize it. The reactants are: [NH2:1][C@@H:2]([CH:27]([CH3:29])[CH3:28])[C:3]([NH:5][CH2:6][CH2:7][C:8]1[CH:13]=[CH:12][C:11]([O:14][CH2:15][CH2:16][CH2:17][C:18]2[CH:23]=[CH:22][C:21]([Cl:24])=[CH:20][CH:19]=2)=[C:10]([O:25][CH3:26])[CH:9]=1)=[O:4].C(N(CC)CC)C.[CH3:37][S:38](Cl)(=[O:40])=[O:39].O.